This data is from Catalyst prediction with 721,799 reactions and 888 catalyst types from USPTO. The task is: Predict which catalyst facilitates the given reaction. (1) Reactant: CS(O[CH2:6][CH2:7][N:8]1[CH2:12][CH2:11][N:10]([CH2:13][CH2:14][CH2:15][N:16]2[CH2:21][CH2:20][CH2:19][CH2:18][CH2:17]2)[C:9]1=[C:22]([C:25]#[N:26])[C:23]#[N:24])(=O)=O.[CH2:27]1[C:36]2[C:31](=[CH:32][CH:33]=[CH:34][CH:35]=2)[CH2:30][CH2:29][NH:28]1.[I-].[K+].O. Product: [CH2:27]1[C:36]2[C:31](=[CH:32][CH:33]=[CH:34][CH:35]=2)[CH2:30][CH2:29][N:28]1[CH2:6][CH2:7][N:8]1[CH2:12][CH2:11][N:10]([CH2:13][CH2:14][CH2:15][N:16]2[CH2:21][CH2:20][CH2:19][CH2:18][CH2:17]2)[C:9]1=[C:22]([C:25]#[N:26])[C:23]#[N:24]. The catalyst class is: 12. (2) Reactant: C(OC(=O)[NH:10][CH2:11][CH:12]1[CH2:17][CH2:16][CH2:15][CH:14]([N:18]2[C:27]3[C:22](=[CH:23][N:24]=[CH:25][CH:26]=3)[C:21]3=[N:28][O:29][C:30]([CH3:31])=[C:20]3[C:19]2=[O:32])[CH2:13]1)C1C=CC=CC=1.[I:34][Si](C)(C)C. Product: [IH:34].[NH2:10][CH2:11][CH:12]1[CH2:17][CH2:16][CH2:15][CH:14]([N:18]2[C:27]3[C:22](=[CH:23][N:24]=[CH:25][CH:26]=3)[C:21]3=[N:28][O:29][C:30]([CH3:31])=[C:20]3[C:19]2=[O:32])[CH2:13]1. The catalyst class is: 4. (3) Reactant: [S:1]1[CH:5]=[CH:4][C:3]([C:6]2[CH:15]=[CH:14][CH:13]=[C:12]3[C:7]=2[CH:8]=[CH:9][N:10]=[CH:11]3)=[CH:2]1.ClC1C=CC=C(C(OO)=[O:24])C=1.C(OCC)(=O)C. Product: [S:1]1[CH:5]=[CH:4][C:3]([C:6]2[CH:15]=[CH:14][CH:13]=[C:12]3[C:7]=2[CH:8]=[CH:9][N+:10]([O-:24])=[CH:11]3)=[CH:2]1. The catalyst class is: 4. (4) Reactant: Br[C:2]1[CH:3]=[CH:4][C:5]([F:9])=[C:6]([CH3:8])[CH:7]=1.[Cl:10][C:11]1[CH:16]=[CH:15][CH:14]=[C:13]([Cl:17])[C:12]=1B(O)O.C(O)C.C(=O)([O-])[O-].[Na+].[Na+]. Product: [Cl:10][C:11]1[CH:16]=[CH:15][CH:14]=[C:13]([Cl:17])[C:12]=1[C:2]1[CH:3]=[CH:4][C:5]([F:9])=[C:6]([CH3:8])[CH:7]=1. The catalyst class is: 11. (5) Reactant: [O:1]1[CH2:6][CH2:5][CH:4]([C:7]([N:9]2[CH2:15][C:14]3[CH:16]=[CH:17][C:18]([C:20]([O:22]C)=O)=[CH:19][C:13]=3[O:12][CH2:11][CH:10]2[CH:24]2[CH2:29][CH2:28][O:27][CH2:26][CH2:25]2)=[O:8])[CH2:3][CH2:2]1.[NH2:30][OH:31].[OH-].[Na+]. Product: [OH:31][NH:30][C:20]([C:18]1[CH:17]=[CH:16][C:14]2[CH2:15][N:9]([C:7]([CH:4]3[CH2:3][CH2:2][O:1][CH2:6][CH2:5]3)=[O:8])[CH:10]([CH:24]3[CH2:25][CH2:26][O:27][CH2:28][CH2:29]3)[CH2:11][O:12][C:13]=2[CH:19]=1)=[O:22]. The catalyst class is: 36. (6) Reactant: [Si:1]([O:8][CH:9]([C:22]1[CH:27]=[CH:26][CH:25]=[C:24]([Cl:28])[CH:23]=1)[C:10]1[CH:14]=[C:13]([CH:15]2[O:19][CH2:18][CH2:17][O:16]2)[S:12][C:11]=1[CH:20]=[O:21])([C:4]([CH3:7])([CH3:6])[CH3:5])([CH3:3])[CH3:2].[BH4-].[Na+]. The catalyst class is: 100. Product: [Si:1]([O:8][CH:9]([C:22]1[CH:27]=[CH:26][CH:25]=[C:24]([Cl:28])[CH:23]=1)[C:10]1[CH:14]=[C:13]([CH:15]2[O:19][CH2:18][CH2:17][O:16]2)[S:12][C:11]=1[CH2:20][OH:21])([C:4]([CH3:7])([CH3:5])[CH3:6])([CH3:2])[CH3:3]. (7) Reactant: [NH2:1][C@@H:2]1[CH2:7][CH2:6][C@H:5]([N:8]2[C:12]3[N:13]=[CH:14][N:15]=[C:16]([NH2:17])[C:11]=3[C:10]([C:18]3[CH:23]=[CH:22][CH:21]=[C:20]([O:24][CH2:25][C:26]4[CH:31]=[CH:30][CH:29]=[CH:28][CH:27]=4)[CH:19]=3)=[CH:9]2)[CH2:4][CH2:3]1.Cl[C:33]([O:35][CH3:36])=[O:34].C(N(CC)CC)C. Product: [CH3:36][O:35][C:33](=[O:34])[NH:1][C@H:2]1[CH2:3][CH2:4][C@@H:5]([N:8]2[C:12]3[N:13]=[CH:14][N:15]=[C:16]([NH2:17])[C:11]=3[C:10]([C:18]3[CH:23]=[CH:22][CH:21]=[C:20]([O:24][CH2:25][C:26]4[CH:27]=[CH:28][CH:29]=[CH:30][CH:31]=4)[CH:19]=3)=[CH:9]2)[CH2:6][CH2:7]1. The catalyst class is: 4. (8) Reactant: [F:1][C:2]1[CH:7]=[C:6]([S:8][C:9]([F:12])([F:11])[F:10])[CH:5]=[CH:4][C:3]=1[N:13]([CH3:23])[C:14]([NH:16][CH2:17][C:18]1[O:19][CH:20]=[CH:21][CH:22]=1)=[O:15].C(N(C(C)C)CC)(C)C.[F:33][C:34]1[CH:42]=[CH:41][CH:40]=[C:39]([F:43])[C:35]=1[C:36](Cl)=[O:37].C(OC)(C)(C)C. Product: [F:33][C:34]1[CH:42]=[CH:41][CH:40]=[C:39]([F:43])[C:35]=1[C:36]([N:16]([CH2:17][C:18]1[O:19][CH:20]=[CH:21][CH:22]=1)[C:14]([N:13]([C:3]1[CH:4]=[CH:5][C:6]([S:8][C:9]([F:12])([F:11])[F:10])=[CH:7][C:2]=1[F:1])[CH3:23])=[O:15])=[O:37]. The catalyst class is: 11. (9) The catalyst class is: 2. Reactant: [N:1]1[CH:6]=[CH:5][CH:4]=[CH:3][C:2]=1[CH:7]=O.[C:9]([NH2:17])([CH2:12][C:13]([CH3:16])([CH3:15])[CH3:14])([CH3:11])[CH3:10].O. Product: [CH3:10][C:9](/[N:17]=[CH:7]/[C:2]1[CH:3]=[CH:4][CH:5]=[CH:6][N:1]=1)([CH2:12][C:13]([CH3:16])([CH3:15])[CH3:14])[CH3:11]. (10) Reactant: [Cl:1][C:2]1[N:7]=[C:6]([N:8]([CH3:13])[S:9]([CH3:12])(=[O:11])=[O:10])[C:5]([F:14])=[C:4](Cl)[N:3]=1.[CH:16]([O:19][C:20]1[NH:24][N:23]=[C:22]([NH2:25])[CH:21]=1)([CH3:18])[CH3:17].CCN(C(C)C)C(C)C. Product: [Cl:1][C:2]1[N:7]=[C:6]([N:8]([CH3:13])[S:9]([CH3:12])(=[O:11])=[O:10])[C:5]([F:14])=[C:4]([NH:25][C:22]2[CH:21]=[C:20]([O:19][CH:16]([CH3:18])[CH3:17])[NH:24][N:23]=2)[N:3]=1. The catalyst class is: 114.